Dataset: Reaction yield outcomes from USPTO patents with 853,638 reactions. Task: Predict the reaction yield, written as a fraction of the theoretical maximum amount of product (1.0 means a 100% yield; for example, 0.34 means a 34% yield). The reactants are C(OC(=O)[N:7]([C:16]1[S:17][C@:18]2([CH2:32][NH2:33])[C@H:20]([C@:21]([C:24]3[CH:29]=[CH:28][CH:27]=[C:26]([F:30])[C:25]=3[F:31])([CH3:23])[N:22]=1)[CH2:19]2)COCC[Si](C)(C)C)(C)(C)C.S(=O)(=O)(O)O.[N+:40]([O-])([O-:42])=[O:41].[Na+].P([O-])([O-])([O-])=O.[K+].[K+].[K+]. The catalyst is O.C(Cl)Cl. The product is [NH2:33][CH2:32][C@:18]12[CH2:19][C@H:20]1[C@:21]([C:24]1[CH:29]=[C:28]([N+:40]([O-:42])=[O:41])[CH:27]=[C:26]([F:30])[C:25]=1[F:31])([CH3:23])[N:22]=[C:16]([NH2:7])[S:17]2. The yield is 0.660.